This data is from TCR-epitope binding with 47,182 pairs between 192 epitopes and 23,139 TCRs. The task is: Binary Classification. Given a T-cell receptor sequence (or CDR3 region) and an epitope sequence, predict whether binding occurs between them. (1) The epitope is TSNQVAVLY. The TCR CDR3 sequence is CASSQSNSGAEQYF. Result: 1 (the TCR binds to the epitope). (2) The epitope is LPRRSGAAGA. The TCR CDR3 sequence is CASSLGQAYEQYF. Result: 0 (the TCR does not bind to the epitope). (3) The epitope is LLMPILTLT. The TCR CDR3 sequence is CASSYATGSGANVLTF. Result: 0 (the TCR does not bind to the epitope).